This data is from Reaction yield outcomes from USPTO patents with 853,638 reactions. The task is: Predict the reaction yield, written as a fraction of the theoretical maximum amount of product (1.0 means a 100% yield; for example, 0.34 means a 34% yield). The reactants are CC(C)([O-])C.[Li]C(C)(C)C.C(=O)=O.[C-:14]1([C:19]([OH:21])=O)[CH:18]=[CH:17][CH:16]=[CH:15]1.[CH-:22]1[CH:26]=[CH:25][CH:24]=[CH:23]1.[Fe+2:27].C(Cl)(=O)C([Cl:31])=O. No catalyst specified. The product is [Cl:31][C:19]([C-:14]1[CH:18]=[CH:17][CH:16]=[CH:15]1)=[O:21].[CH-:22]1[CH:26]=[CH:25][CH:24]=[CH:23]1.[Fe+2:27]. The yield is 0.290.